From a dataset of Reaction yield outcomes from USPTO patents with 853,638 reactions. Predict the reaction yield, written as a fraction of the theoretical maximum amount of product (1.0 means a 100% yield; for example, 0.34 means a 34% yield). (1) The reactants are [OH:1][CH2:2][C@@H:3]1[C@@H:7]([CH2:8][S:9][CH3:10])[O:6]C(=O)[NH:4]1. The catalyst is CC(O)C.[OH-].[K+]. The product is [NH2:4][C@@H:3]([C@H:7]([OH:6])[CH2:8][S:9][CH3:10])[CH2:2][OH:1]. The yield is 0.940. (2) The reactants are [Cl:1][C:2]1[CH:3]=[C:4]([CH:11]([CH3:17])[C:12]([O:14][CH2:15][CH3:16])=[O:13])[CH:5]=[CH:6][C:7]=1[N+:8]([O-:10])=[O:9].[H-].[Na+].CI.[C:22](=O)([O-])O.[Na+]. The catalyst is CN(C=O)C.O.C(OCC)(=O)C. The product is [Cl:1][C:2]1[CH:3]=[C:4]([C:11]([CH3:22])([CH3:17])[C:12]([O:14][CH2:15][CH3:16])=[O:13])[CH:5]=[CH:6][C:7]=1[N+:8]([O-:10])=[O:9]. The yield is 0.940. (3) The reactants are [I:1][C:2]1[CH:3]=[C:4]([CH:6]=[CH:7][CH:8]=1)[NH2:5].Br[CH2:10][CH2:11][OH:12].C([O-])(O)=O.[Na+]. The catalyst is O. The product is [I:1][C:2]1[CH:3]=[C:4]([NH:5][CH2:10][CH2:11][OH:12])[CH:6]=[CH:7][CH:8]=1. The yield is 0.386.